This data is from Forward reaction prediction with 1.9M reactions from USPTO patents (1976-2016). The task is: Predict the product of the given reaction. (1) Given the reactants Cl[C:2]1[CH:7]=[CH:6][C:5]([CH2:8][C:9]([N:11]2[CH2:16][CH2:15][CH2:14][CH2:13][CH:12]2[C:17]2[CH:22]=[CH:21][CH:20]=[CH:19][CH:18]=2)=[O:10])=[CH:4][C:3]=1[F:23].[CH2:24]([N:26]([CH2:42][CH3:43])[C:27](=[O:41])[CH:28]([C:35]1[CH:40]=[CH:39][CH:38]=[CH:37][CH:36]=1)[N:29]1[CH2:34][CH2:33][NH:32][CH2:31][CH2:30]1)[CH3:25].CC(C1C=C(C(C)C)C(C2C=CC=CC=2P(C2CCCCC2)C2CCCCC2)=C(C(C)C)C=1)C.CC(C)([O-])C.[Na+], predict the reaction product. The product is: [CH2:42]([N:26]([CH2:24][CH3:25])[C:27](=[O:41])[CH:28]([N:29]1[CH2:34][CH2:33][N:32]([C:2]2[CH:7]=[CH:6][C:5]([CH2:8][C:9](=[O:10])[N:11]3[CH2:16][CH2:15][CH2:14][CH2:13][CH:12]3[C:17]3[CH:22]=[CH:21][CH:20]=[CH:19][CH:18]=3)=[CH:4][C:3]=2[F:23])[CH2:31][CH2:30]1)[C:35]1[CH:40]=[CH:39][CH:38]=[CH:37][CH:36]=1)[CH3:43]. (2) Given the reactants [CH3:1][S:2]([CH:5]1[CH2:10][CH2:9][C:8]([C:11]2[S:15][C:14]3[CH:16]=[C:17]([OH:20])[CH:18]=[CH:19][C:13]=3[C:12]=2[O:21][C:22]2[CH:27]=[CH:26][C:25]([O:28][CH2:29][CH2:30][N:31]3[CH2:36][CH2:35][CH2:34][CH2:33][CH2:32]3)=[CH:24][CH:23]=2)=[CH:7][CH2:6]1)(=[O:4])=[O:3].[ClH:37], predict the reaction product. The product is: [ClH:37].[CH3:1][S:2]([CH:5]1[CH2:10][CH2:9][C:8]([C:11]2[S:15][C:14]3[CH:16]=[C:17]([OH:20])[CH:18]=[CH:19][C:13]=3[C:12]=2[O:21][C:22]2[CH:23]=[CH:24][C:25]([O:28][CH2:29][CH2:30][N:31]3[CH2:36][CH2:35][CH2:34][CH2:33][CH2:32]3)=[CH:26][CH:27]=2)=[CH:7][CH2:6]1)(=[O:3])=[O:4]. (3) Given the reactants COC1C=C(OC)C=CC=1C[N:6]([C:31]1[CH:36]=[CH:35][N:34]=[CH:33][N:32]=1)[S:7]([C:10]1[CH:15]=[CH:14][C:13]([O:16][C@H:17]2[CH2:21][CH2:20][CH2:19][C@@H:18]2[C:22]2[N:26]([CH2:27][CH3:28])[N:25]=[CH:24][CH:23]=2)=[C:12]([F:29])[C:11]=1[F:30])(=[O:9])=[O:8].C([SiH](CC)CC)C, predict the reaction product. The product is: [CH2:27]([N:26]1[C:22]([C@@H:18]2[CH2:19][CH2:20][CH2:21][C@H:17]2[O:16][C:13]2[CH:14]=[CH:15][C:10]([S:7]([NH:6][C:31]3[CH:36]=[CH:35][N:34]=[CH:33][N:32]=3)(=[O:8])=[O:9])=[C:11]([F:30])[C:12]=2[F:29])=[CH:23][CH:24]=[N:25]1)[CH3:28]. (4) Given the reactants [F:1][C:2]1[CH:18]=[CH:17][C:5]([C:6]([N:8]2[CH2:13][CH2:12][CH2:11][CH:10]([C:14]([OH:16])=O)[CH2:9]2)=[O:7])=[CH:4][CH:3]=1.[C:19]([O:23][C:24]([NH:26][NH2:27])=[O:25])([CH3:22])([CH3:21])[CH3:20].C1C=CC2N(O)N=NC=2C=1.CCN=C=NCCCN(C)C.Cl, predict the reaction product. The product is: [C:19]([O:23][C:24]([NH:26][NH:27][C:14]([CH:10]1[CH2:11][CH2:12][CH2:13][N:8]([C:6](=[O:7])[C:5]2[CH:4]=[CH:3][C:2]([F:1])=[CH:18][CH:17]=2)[CH2:9]1)=[O:16])=[O:25])([CH3:22])([CH3:21])[CH3:20].